This data is from Catalyst prediction with 721,799 reactions and 888 catalyst types from USPTO. The task is: Predict which catalyst facilitates the given reaction. (1) Reactant: O[CH2:2][CH2:3][C:4]1[CH:9]=[CH:8][CH:7]=[CH:6][N:5]=1.C(N(CC)CC)C.[CH3:17][S:18](Cl)(=[O:20])=[O:19].O. Product: [CH3:17][S:18]([CH2:2][CH2:3][C:4]1[CH:9]=[CH:8][CH:7]=[CH:6][N:5]=1)(=[O:20])=[O:19]. The catalyst class is: 2. (2) Reactant: CN(/C=[N:5]/[C:6]1[N:7]=[CH:8][C:9]([O:12][C:13]2[C:14]3[C:18]([CH:19]=[C:20]([C:22]([O:24][CH2:25][CH3:26])=[O:23])[CH:21]=2)=[N:17][N:16]([CH2:27][CH3:28])[CH:15]=3)=[N:10][CH:11]=1)C.[OH-].[NH4+]. Product: [NH2:5][C:6]1[N:7]=[CH:8][C:9]([O:12][C:13]2[C:14]3[C:18]([CH:19]=[C:20]([C:22]([O:24][CH2:25][CH3:26])=[O:23])[CH:21]=2)=[N:17][N:16]([CH2:27][CH3:28])[CH:15]=3)=[N:10][CH:11]=1. The catalyst class is: 8. (3) Reactant: [OH:1][CH2:2][CH:3]1[C:8](=O)[N:7]2[CH2:10][CH2:11][NH:12][CH2:13][CH:6]2[C:5](=O)[NH:4]1.B.C1COCC1.Cl. Product: [CH2:5]1[NH:4][CH:3]([CH2:2][OH:1])[CH2:8][N:7]2[CH2:10][CH2:11][NH:12][CH2:13][CH:6]12. The catalyst class is: 5. (4) Reactant: [F:1][C:2]([F:10])([F:9])[CH2:3][CH2:4][S:5](Cl)(=[O:7])=[O:6].[Cl:11][C:12]1[CH:17]=[C:16]([Cl:18])[CH:15]=[CH:14][C:13]=1[N:19]1[C:23]([C:24]2[CH:29]=[CH:28][C:27](O)=[CH:26][CH:25]=2)=[C:22]([CH3:31])[C:21]([C:32]([NH:34][C:35]2[CH:40]=[CH:39][C:38]([F:41])=[CH:37][N:36]=2)=[O:33])=[N:20]1.[OH2:42]. Product: [F:1][C:2]([F:10])([F:9])[CH2:3][CH2:4][S:5]([O:42][C:24]1([C:23]2[N:19]([C:13]3[CH:14]=[CH:15][C:16]([Cl:18])=[CH:17][C:12]=3[Cl:11])[N:20]=[C:21]([C:32]([NH:34][C:35]3[CH:40]=[CH:39][C:38]([F:41])=[CH:37][N:36]=3)=[O:33])[C:22]=2[CH3:31])[CH:25]=[CH:26][CH:27]=[CH:28][CH2:29]1)(=[O:7])=[O:6]. The catalyst class is: 2. (5) Reactant: C[O:2][C:3](=O)[CH2:4][CH2:5][CH2:6][NH:7][C@@H:8]([C:11](=[O:13])[NH2:12])[CH2:9][CH3:10]. The catalyst class is: 11. Product: [O:2]=[C:3]1[CH2:4][CH2:5][CH2:6][N:7]1[C@H:8]([CH2:9][CH3:10])[C:11]([NH2:12])=[O:13]. (6) Reactant: Br[C:2]1[CH:16]=[C:15]2[C:5]([CH2:6][CH2:7][C:8]([CH3:18])([CH3:17])[C:9]32[CH2:13][O:12][C:11]([NH2:14])=[N:10]3)=[CH:4][CH:3]=1.[Cl:19][C:20]1[CH:21]=[C:22](B(O)O)[CH:23]=[N:24][CH:25]=1.C(=O)([O-])[O-].[Na+].[Na+]. Product: [Cl:19][C:20]1[CH:21]=[C:22]([C:2]2[CH:16]=[C:15]3[C:5]([CH2:6][CH2:7][C:8]([CH3:18])([CH3:17])[C:9]43[CH2:13][O:12][C:11]([NH2:14])=[N:10]4)=[CH:4][CH:3]=2)[CH:23]=[N:24][CH:25]=1. The catalyst class is: 551.